Dataset: Full USPTO retrosynthesis dataset with 1.9M reactions from patents (1976-2016). Task: Predict the reactants needed to synthesize the given product. Given the product [CH3:17][O:16][CH:3]([O:2][CH3:1])[CH2:4][CH2:5][N:6]1[C:14]2[C:9](=[CH:10][CH:11]=[C:12]([NH:15][C:32](=[O:33])[CH2:31][C:28]3[CH:29]=[CH:30][C:25]([O:18][C:19]4[CH:20]=[CH:21][CH:22]=[CH:23][CH:24]=4)=[CH:26][CH:27]=3)[CH:13]=2)[CH:8]=[N:7]1, predict the reactants needed to synthesize it. The reactants are: [CH3:1][O:2][CH:3]([O:16][CH3:17])[CH2:4][CH2:5][N:6]1[C:14]2[C:9](=[CH:10][CH:11]=[C:12]([NH2:15])[CH:13]=2)[CH:8]=[N:7]1.[O:18]([C:25]1[CH:30]=[CH:29][C:28]([CH2:31][C:32](O)=[O:33])=[CH:27][CH:26]=1)[C:19]1[CH:24]=[CH:23][CH:22]=[CH:21][CH:20]=1.CN1CCOCC1.C1C=CC2N(O)N=NC=2C=1.Cl.C(N=C=NC(C)(C)CC)C.